This data is from Experimentally validated miRNA-target interactions with 360,000+ pairs, plus equal number of negative samples. The task is: Binary Classification. Given a miRNA mature sequence and a target amino acid sequence, predict their likelihood of interaction. (1) The miRNA is mmu-miR-32-5p with sequence UAUUGCACAUUACUAAGUUGCA. The protein sequence of the target gene is MESVKQRILAPGKEGIKNFAGKSLGQIYRVLEKKQDNRETIELTEDGKPLEVPEKKAPLCDCTCFGLPRRYIIAIMSGLGFCISFGIRCNLGVAIVDMVNNSTIHRGGKVIKEKAKFNWDPETVGMIHGSFFWGYIITQIPGGYIASRLAANRVFGAAILLTSTLNMLIPSAARVHYGCVIFVRILQGLVEGVTYPACHGIWSKWAPPLERSRLATTSFCGSYAGAVIAMPLAGILVQYTGWSSVFYVYGSFGMVWYMFWLLVSYESPAKHPTITDEERRYIEESIGESANLLGAMEKFK.... Result: 0 (no interaction). (2) The miRNA is mmu-miR-7217-5p with sequence AACUUGUAUCUUGUGAGACAGAAGG. The protein sequence of the target gene is MRPRPEGALRAGAALSPVLLFLLLLPLLGHLWAASTPAPSSLSPGAQEDNQLGAGRVKRGWVWNQFFVVEEYTGTEPLYVGKIHSDSDEGDGTIKYTISGEGAGTIFLIDELTGDIHATERLDREQKTFYTLRAQARDRATNRLLEPESEFIIKVQDINDSEPRFLHGPYIGSVAELSPTGTSVMQVMASDADDPTYGSSARLVYSVLDGEHHFTVDPKTGVIRTAVPDLDRESQERYEVVIQATDMAGQLGGLSGSTTVTIVVTDVNDNPPRFPQKMYQFSIQESAPIGTAVGRVKAED.... Result: 0 (no interaction).